From a dataset of Forward reaction prediction with 1.9M reactions from USPTO patents (1976-2016). Predict the product of the given reaction. (1) Given the reactants [CH3:1][Si:2]([CH3:33])([CH3:32])[CH2:3][CH2:4][O:5][CH2:6][N:7]1[C:15]2[CH2:14][CH:13]([C:16]3C=NN(COCC[Si](C)(C)C)C=3)[CH2:12][CH2:11][C:10]=2[C:9]([C:29]([OH:31])=[O:30])=[N:8]1.[CH3:34]C1(C)CCC(=O)CC1, predict the reaction product. The product is: [CH3:16][C:13]1([CH3:34])[CH2:14][C:15]2[N:7]([CH2:6][O:5][CH2:4][CH2:3][Si:2]([CH3:1])([CH3:32])[CH3:33])[N:8]=[C:9]([C:29]([OH:31])=[O:30])[C:10]=2[CH2:11][CH2:12]1. (2) Given the reactants FC(F)(F)C(OC(=O)C(F)(F)F)=O.[C:14]([O:17][C:18]1[CH:47]=[CH:46][CH:45]=[CH:44][C:19]=1[C:20]([O:22][CH2:23][O:24][C:25](=[O:43])[C:26]1[CH:31]=[CH:30][C:29]([S:32][CH2:33][C:34]2[C:35]([C:40]([NH2:42])=O)=[N+:36]([O-:39])[O:37][N:38]=2)=[CH:28][CH:27]=1)=[O:21])(=[O:16])[CH3:15].N1C=CC=CC=1.CO, predict the reaction product. The product is: [C:14]([O:17][C:18]1[CH:47]=[CH:46][CH:45]=[CH:44][C:19]=1[C:20]([O:22][CH2:23][O:24][C:25](=[O:43])[C:26]1[CH:27]=[CH:28][C:29]([S:32][CH2:33][C:34]2[C:35]([C:40]#[N:42])=[N+:36]([O-:39])[O:37][N:38]=2)=[CH:30][CH:31]=1)=[O:21])(=[O:16])[CH3:15]. (3) Given the reactants [CH2:1]1[C:4]2([CH2:9][CH2:8][NH:7][CH2:6][CH2:5]2)[CH2:3][N:2]1[C:10]1[CH:17]=[CH:16][C:13]([C:14]#[N:15])=[CH:12][N:11]=1.[CH3:18][O:19][C:20]1[C:25]([C:26]#[N:27])=[CH:24][N:23]=[C:22]([CH:28]2[CH2:30][O:29]2)[CH:21]=1, predict the reaction product. The product is: [C:14]([C:13]1[CH:16]=[CH:17][C:10]([N:2]2[CH2:3][C:4]3([CH2:9][CH2:8][N:7]([CH2:30][CH:28]([C:22]4[CH:21]=[C:20]([O:19][CH3:18])[C:25]([C:26]#[N:27])=[CH:24][N:23]=4)[OH:29])[CH2:6][CH2:5]3)[CH2:1]2)=[N:11][CH:12]=1)#[N:15]. (4) Given the reactants [Cl:1][C:2]1[CH:7]=[CH:6][C:5]([S:8]([NH:11][C:12]2[C:13]([C:19]([OH:21])=O)=[N:14][CH:15]=[C:16]([CH3:18])[CH:17]=2)(=[O:10])=[O:9])=[CH:4][C:3]=1[C:22]([F:25])([F:24])[F:23].[CH3:26][NH:27][O:28][CH3:29].Cl, predict the reaction product. The product is: [CH3:29][O:28][N:27]([CH3:26])[C:19]([C:13]1[C:12]([NH:11][S:8]([C:5]2[CH:6]=[CH:7][C:2]([Cl:1])=[C:3]([C:22]([F:25])([F:23])[F:24])[CH:4]=2)(=[O:10])=[O:9])=[CH:17][C:16]([CH3:18])=[CH:15][N:14]=1)=[O:21]. (5) Given the reactants [OH:1][C:2]1[CH:7]=[CH:6][C:5]([N:8]2[CH2:13][CH2:12][N:11]([C:14](=[O:27])[CH2:15][CH:16]([O:23][C:24](=[O:26])[NH2:25])[C:17]3[CH:22]=[CH:21][CH:20]=[CH:19][CH:18]=3)[CH2:10][CH2:9]2)=[CH:4][CH:3]=1.C(N(CC)CC)C.[C:35](Cl)(=[O:37])[CH3:36], predict the reaction product. The product is: [C:24]([O:23][CH:16]([C:17]1[CH:22]=[CH:21][CH:20]=[CH:19][CH:18]=1)[CH2:15][C:14]([N:11]1[CH2:12][CH2:13][N:8]([C:5]2[CH:6]=[CH:7][C:2]([O:1][C:35](=[O:37])[CH3:36])=[CH:3][CH:4]=2)[CH2:9][CH2:10]1)=[O:27])(=[O:26])[NH2:25]. (6) Given the reactants [Br:1][C:2]1[CH:20]=[CH:19][C:5]2[N:6]([CH3:18])[C:7](=[O:17])[N:8]([CH2:9][CH2:10][N:11]3[CH2:16][CH2:15][NH:14][CH2:13][CH2:12]3)[C:4]=2[C:3]=1[O:21][CH2:22][CH:23]1[CH2:26][CH2:25][CH2:24]1.C(N(CC)C(C)C)(C)C.[C:36](Cl)(=[O:38])[CH3:37], predict the reaction product. The product is: [C:36]([N:14]1[CH2:13][CH2:12][N:11]([CH2:10][CH2:9][N:8]2[C:4]3[C:3]([O:21][CH2:22][CH:23]4[CH2:26][CH2:25][CH2:24]4)=[C:2]([Br:1])[CH:20]=[CH:19][C:5]=3[N:6]([CH3:18])[C:7]2=[O:17])[CH2:16][CH2:15]1)(=[O:38])[CH3:37]. (7) Given the reactants Br[C:2]1[CH:3]=[C:4]([C:14]([NH:16][CH2:17][C:18]2[C:19](=[O:26])[NH:20][C:21]([CH3:25])=[CH:22][C:23]=2[CH3:24])=[O:15])[C:5]2[CH:6]=[N:7][N:8]([CH:11]([CH3:13])[CH3:12])[C:9]=2[CH:10]=1.[CH3:27][NH:28][S:29]([C:32]1[CH:37]=[CH:36][C:35](B(O)O)=[CH:34][CH:33]=1)(=[O:31])=[O:30].C(=O)(O)[O-].[Na+].CCOC(C)=O, predict the reaction product. The product is: [CH3:24][C:23]1[CH:22]=[C:21]([CH3:25])[NH:20][C:19](=[O:26])[C:18]=1[CH2:17][NH:16][C:14]([C:4]1[C:5]2[CH:6]=[N:7][N:8]([CH:11]([CH3:13])[CH3:12])[C:9]=2[CH:10]=[C:2]([C:35]2[CH:34]=[CH:33][C:32]([S:29]([NH:28][CH3:27])(=[O:30])=[O:31])=[CH:37][CH:36]=2)[CH:3]=1)=[O:15]. (8) The product is: [F:1][C:2]([F:30])([F:29])[C:3]1[CH:4]=[C:5]([C@H:13]2[O:17][C:16](=[O:18])[N:15]([CH2:19][C:20]3[CH:25]=[C:24]([F:26])[CH:23]=[CH:22][C:21]=3[C:35]3[CH:36]=[C:37]([CH:38]([CH3:40])[CH3:39])[C:32]([F:31])=[CH:33][C:34]=3[O:44][CH3:45])[C@H:14]2[CH3:28])[CH:6]=[C:7]([C:9]([F:12])([F:11])[F:10])[CH:8]=1. Given the reactants [F:1][C:2]([F:30])([F:29])[C:3]1[CH:4]=[C:5]([C@H:13]2[O:17][C:16](=[O:18])[N:15]([CH2:19][C:20]3[CH:25]=[C:24]([F:26])[CH:23]=[CH:22][C:21]=3Br)[C@H:14]2[CH3:28])[CH:6]=[C:7]([C:9]([F:12])([F:11])[F:10])[CH:8]=1.[F:31][C:32]1[C:37]([CH:38]([CH3:40])[CH3:39])=[CH:36][C:35](B(O)O)=[C:34]([O:44][CH3:45])[CH:33]=1.[OH-].[K+], predict the reaction product. (9) Given the reactants C(O[C:6]([N:8]1[CH2:12][C:11](=[N:13][O:14][CH3:15])[CH2:10][C@H:9]1[C:16]([OH:18])=O)=[O:7])(C)(C)C.[CH3:19][C:20]1[CH:25]=[CH:24][CH:23]=[CH:22][C:21]=1[C:26]1[CH:31]=[CH:30][C:29](C(O)=O)=[CH:28][CH:27]=1.[NH2:35][CH2:36][C@@H:37]([C:39]1[CH:44]=[CH:43][CH:42]=[CH:41][CH:40]=1)[OH:38], predict the reaction product. The product is: [OH:38][C@H:37]([C:39]1[CH:44]=[CH:43][CH:42]=[CH:41][CH:40]=1)[CH2:36][NH:35][C:16]([C@@H:9]1[CH2:10][C:11](=[N:13][O:14][CH3:15])[CH2:12][N:8]1[C:6]([C:29]1[CH:28]=[CH:27][C:26]([C:21]2[CH:22]=[CH:23][CH:24]=[CH:25][C:20]=2[CH3:19])=[CH:31][CH:30]=1)=[O:7])=[O:18].